Dataset: Forward reaction prediction with 1.9M reactions from USPTO patents (1976-2016). Task: Predict the product of the given reaction. (1) Given the reactants [F:1][C:2]1[CH:7]=[CH:6][CH:5]=[CH:4][C:3]=1[CH2:8][C:9]([CH:11]1[CH2:16][CH2:15][N:14]([CH2:17][C:18]2[CH:23]=[CH:22][N:21]=[N:20][C:19]=2[O:24]C)[CH2:13][CH2:12]1)=[O:10].[OH-].[Na+].ClCCl, predict the reaction product. The product is: [F:1][C:2]1[CH:7]=[CH:6][CH:5]=[CH:4][C:3]=1[CH2:8][C:9]([CH:11]1[CH2:12][CH2:13][N:14]([CH2:17][C:18]2[C:19](=[O:24])[NH:20][N:21]=[CH:22][CH:23]=2)[CH2:15][CH2:16]1)=[O:10]. (2) Given the reactants [N+:1]([C:4]1[C:5](O)=[C:6]2[CH2:12][CH2:11][CH2:10][C:7]2=[N:8][CH:9]=1)([O-:3])=[O:2].P(Cl)(Cl)([Cl:16])=O, predict the reaction product. The product is: [Cl:16][C:5]1[C:4]([N+:1]([O-:3])=[O:2])=[CH:9][N:8]=[C:7]2[CH2:10][CH2:11][CH2:12][C:6]=12.